This data is from Blood-brain barrier penetration binary classification data from Martins et al.. The task is: Regression/Classification. Given a drug SMILES string, predict its absorption, distribution, metabolism, or excretion properties. Task type varies by dataset: regression for continuous measurements (e.g., permeability, clearance, half-life) or binary classification for categorical outcomes (e.g., BBB penetration, CYP inhibition). Dataset: bbb_martins. (1) The drug is N[C@@H](Cc1ccc(O)c(O)c1)C(=O)O. The result is 1 (penetrates BBB). (2) The drug is C[N+]12CCC(CC1)C(OC(=O)C(O)(c1ccccc1)c1ccccc1)C2.[Br-]. The result is 0 (does not penetrate BBB). (3) The molecule is CCN(CC)CCC(=O)N1c2ccccc2Sc2ccc(C(F)(F)F)cc21. The result is 1 (penetrates BBB). (4) The compound is CC[C@H]1OC(=O)[C@H](C)[C@@H](O[C@H]2C[C@@](C)(OC)[C@@H](O)[C@H](C)O2)[C@H](C)[C@@H](O[C@@H]2O[C@H](C)C[C@H](N(C)C)[C@H]2O)[C@](C)(OC)C[C@@H](C)C(=O)[C@H](C)[C@@H](O)[C@]1(C)O. The result is 0 (does not penetrate BBB). (5) The compound is CC[C@H](C)C(=O)O[C@H]1C[C@H](O)C=C2C=C[C@H](C)[C@H](CC[C@@H](O)C[C@@H](O)CC(=O)O)[C@H]21. The result is 0 (does not penetrate BBB). (6) The drug is COCc1c(C(=O)OC(C)C)ncc2[nH]c3cccc(Oc4ccc(Cl)cc4)c3c12. The result is 1 (penetrates BBB). (7) The molecule is CCC(=O)N(c1ccccc1)[C@]1(C(=O)OC)CCN(CCc2ccccc2)C[C@@H]1C. The result is 1 (penetrates BBB). (8) The compound is NC(=O)N1c2ccccc2C2OC2c2ccccc21. The result is 1 (penetrates BBB). (9) The compound is CS(=O)(=O)c1ccc([C@@H](O)[C@@H](CO)NC(=O)C(Cl)Cl)cc1. The result is 1 (penetrates BBB).